Dataset: Reaction yield outcomes from USPTO patents with 853,638 reactions. Task: Predict the reaction yield, written as a fraction of the theoretical maximum amount of product (1.0 means a 100% yield; for example, 0.34 means a 34% yield). (1) The reactants are [CH3:1][C:2]1[C:3]([N:11]2[CH:15]=[CH:14][CH:13]=[N:12]2)=[N:4][CH:5]=[C:6]([CH:10]=1)[C:7](O)=[O:8].C(N1C=CN=C1)(N1C=CN=C1)=O.[BH4-].[Na+].Cl.C(=O)(O)[O-].[Na+]. The catalyst is C1COCC1.O. The product is [CH3:1][C:2]1[CH:10]=[C:6]([CH2:7][OH:8])[CH:5]=[N:4][C:3]=1[N:11]1[CH:15]=[CH:14][CH:13]=[N:12]1. The yield is 0.580. (2) The reactants are C[O:2][C:3](=[O:28])[C:4]1[CH:9]=[CH:8][C:7]([CH2:10][O:11]/[N:12]=[CH:13]/[C:14]2[C:18]3[CH:19]=[CH:20][CH:21]=[CH:22][C:17]=3[O:16][C:15]=2[CH2:23][CH2:24][CH2:25][CH3:26])=[CH:6][C:5]=1[Br:27].C(O)C.O.[OH-].[Na+]. The catalyst is O1CCCC1. The product is [Br:27][C:5]1[CH:6]=[C:7]([CH2:10][O:11]/[N:12]=[CH:13]/[C:14]2[C:18]3[CH:19]=[CH:20][CH:21]=[CH:22][C:17]=3[O:16][C:15]=2[CH2:23][CH2:24][CH2:25][CH3:26])[CH:8]=[CH:9][C:4]=1[C:3]([OH:28])=[O:2]. The yield is 0.860. (3) The reactants are [OH-].[Li+].O1CCCC1.C[O:9][C:10](=[O:28])[CH2:11][C:12]1[CH:17]=[CH:16][C:15]([C:18]2[CH:27]=[CH:26][C:25]3[C:20](=[CH:21][CH:22]=[CH:23][CH:24]=3)[CH:19]=2)=[CH:14][CH:13]=1.Cl. The catalyst is CO. The product is [CH:19]1[C:20]2[C:25](=[CH:24][CH:23]=[CH:22][CH:21]=2)[CH:26]=[CH:27][C:18]=1[C:15]1[CH:16]=[CH:17][C:12]([CH2:11][C:10]([OH:28])=[O:9])=[CH:13][CH:14]=1. The yield is 0.910. (4) The reactants are [CH2:1]([N:3]1[CH:7]=[C:6]([C:8]([OH:10])=O)[C:5]([CH3:11])=[N:4]1)[CH3:2].O1CCCC1.S(Cl)(Cl)=O.[NH2:21][C:22]1[CH:23]=[C:24]([CH:41]=[CH:42][C:43]=1[Cl:44])[O:25][C:26]1[CH:27]=[CH:28][C:29]2[N:30]([N:32]=[C:33]([NH:35][C:36]([CH:38]3[CH2:40][CH2:39]3)=[O:37])[N:34]=2)[CH:31]=1. The yield is 0.430. The product is [Cl:44][C:43]1[CH:42]=[CH:41][C:24]([O:25][C:26]2[CH:27]=[CH:28][C:29]3[N:30]([N:32]=[C:33]([NH:35][C:36]([CH:38]4[CH2:40][CH2:39]4)=[O:37])[N:34]=3)[CH:31]=2)=[CH:23][C:22]=1[NH:21][C:8]([C:6]1[C:5]([CH3:11])=[N:4][N:3]([CH2:1][CH3:2])[CH:7]=1)=[O:10]. The catalyst is CN(C)C=O.CN(C)C(=O)C. (5) The reactants are [C:1]1([C:7](=O)[CH2:8][C:9]2[CH:14]=[N:13][CH:12]=[CH:11][N:10]=2)[CH:6]=[CH:5][CH:4]=[CH:3][CH:2]=1.[CH2:16]([O:18][C:19]1[CH:20]=[C:21]([CH:24]=[C:25]([N+:28]([O-:30])=[O:29])[C:26]=1[OH:27])[CH:22]=O)[CH3:17].[NH2:31][C:32]([NH2:34])=[O:33].Cl. The catalyst is C(O)C. The product is [CH2:16]([O:18][C:19]1[CH:20]=[C:21]([CH:22]2[C:8]([C:9]3[CH:14]=[N:13][CH:12]=[CH:11][N:10]=3)=[C:7]([C:1]3[CH:6]=[CH:5][CH:4]=[CH:3][CH:2]=3)[NH:34][C:32](=[O:33])[NH:31]2)[CH:24]=[C:25]([N+:28]([O-:30])=[O:29])[C:26]=1[OH:27])[CH3:17]. The yield is 0.219.